This data is from Forward reaction prediction with 1.9M reactions from USPTO patents (1976-2016). The task is: Predict the product of the given reaction. (1) Given the reactants C[N+]1([O-])[CH2:7][CH2:6][O:5]CC1.[Br:9][C:10]1[CH:11]=C[C:13]([I:18])=[C:14](CBr)[CH:15]=1, predict the reaction product. The product is: [Br:9][C:10]1[CH:15]=[CH:14][C:13]([I:18])=[C:7]([CH:11]=1)[CH:6]=[O:5]. (2) Given the reactants [CH:1]1([N:7]2[C:11]([C:12](N(OC)C)=[O:13])=[CH:10][C:9]([CH:18]([CH3:20])[CH3:19])=[N:8]2)[CH2:6][CH2:5][CH2:4][CH2:3][CH2:2]1.[H-].C([Al+]CC(C)C)C(C)C, predict the reaction product. The product is: [CH:1]1([N:7]2[C:11]([CH:12]=[O:13])=[CH:10][C:9]([CH:18]([CH3:20])[CH3:19])=[N:8]2)[CH2:2][CH2:3][CH2:4][CH2:5][CH2:6]1. (3) Given the reactants Br[C:2]1[C:7]([CH3:8])=[CH:6][CH:5]=[CH:4][C:3]=1Cl.[CH3:10][N:11]1[CH2:16][CH2:15][NH:14][CH2:13][CH2:12]1.[CH2:17]1[CH:21]2[CH2:22][NH:23][CH2:24][CH:20]2[CH2:19][N:18]1[C:25](OC(C)(C)C)=O, predict the reaction product. The product is: [CH3:10][N:11]1[CH2:16][CH2:15][N:14]([C:6]2[C:5]([CH2:25][N:18]3[CH2:17][CH:21]4[CH:20]([CH2:24][NH:23][CH2:22]4)[CH2:19]3)=[CH:4][CH:3]=[CH:2][C:7]=2[CH3:8])[CH2:13][CH2:12]1. (4) Given the reactants [CH3:1][NH:2][CH3:3].[O:4]1[C:8]2([CH2:13][CH2:12][CH:11]([CH:14]=O)[CH2:10][CH2:9]2)[O:7][CH2:6][CH2:5]1.[C-:16]#[N:17].[K+].Cl, predict the reaction product. The product is: [CH3:1][N:2]([CH:14]([CH:11]1[CH2:10][CH2:9][C:8]2([O:4][CH2:5][CH2:6][O:7]2)[CH2:13][CH2:12]1)[C:16]#[N:17])[CH3:3].